From a dataset of Reaction yield outcomes from USPTO patents with 853,638 reactions. Predict the reaction yield, written as a fraction of the theoretical maximum amount of product (1.0 means a 100% yield; for example, 0.34 means a 34% yield). (1) The reactants are [F:1][C:2]1[CH:3]=[CH:4][C:5]([O:20][CH2:21][CH2:22][CH3:23])=[C:6]([NH:8][CH:9]=[C:10]2[C:15](=[O:16])OC(C)(C)OC2=O)[CH:7]=1.C1(OC2C=CC=CC=2)C=CC=CC=1.C(OCC)(=O)C. The catalyst is CCCCCC. The product is [F:1][C:2]1[CH:3]=[CH:4][C:5]([O:20][CH2:21][CH2:22][CH3:23])=[C:6]2[C:7]=1[C:15](=[O:16])[CH:10]=[CH:9][NH:8]2. The yield is 0.610. (2) The reactants are [NH:1]1[CH:5]=[CH:4][CH:3]=[C:2]1[CH:6]=[O:7].[H-].[Na+].[C:10](O[C:10]([O:12][C:13]([CH3:16])([CH3:15])[CH3:14])=[O:11])([O:12][C:13]([CH3:16])([CH3:15])[CH3:14])=[O:11]. The catalyst is O1CCCC1. The product is [C:10]([N:1]1[CH:5]=[CH:4][CH:3]=[C:2]1[CH:6]=[O:7])([O:12][C:13]([CH3:16])([CH3:15])[CH3:14])=[O:11]. The yield is 0.170. (3) The reactants are [O:1]=[C:2]1[CH:7]=[CH:6][C:5]([C:8]([O:10][CH3:11])=[O:9])=[CH:4][NH:3]1.[H-].[Na+].[CH2:14](I)[CH3:15].O. The catalyst is CN(C=O)C. The product is [CH2:14]([N:3]1[CH:4]=[C:5]([C:8]([O:10][CH3:11])=[O:9])[CH:6]=[CH:7][C:2]1=[O:1])[CH3:15]. The yield is 0.790. (4) The reactants are [C:1]([O:5][C:6](=[O:23])[C@@H:7]([CH:20]([CH3:22])[CH3:21])[NH:8][S:9]([C:12]1[CH:17]=[CH:16][C:15]([O:18][CH3:19])=[CH:14][CH:13]=1)(=[O:11])=[O:10])([CH3:4])([CH3:3])[CH3:2].[H-].[Na+].I[CH3:27]. The catalyst is CN(C=O)C.CCOCC. The product is [C:1]([O:5][C:6](=[O:23])[CH:7]([N:8]([S:9]([C:12]1[CH:13]=[CH:14][C:15]([O:18][CH3:19])=[CH:16][CH:17]=1)(=[O:11])=[O:10])[CH3:27])[CH:20]([CH3:21])[CH3:22])([CH3:4])([CH3:3])[CH3:2]. The yield is 0.950. (5) The reactants are Cl.[Cl:2][CH2:3][C:4]1[N:5]=[C:6]([NH2:9])[S:7][CH:8]=1.[Cl:10][C:11]1[CH:12]=[C:13]([CH:18]=[CH:19][C:20]=1[Cl:21])[CH2:14][N:15]=[C:16]=[O:17].CCN(C(C)C)C(C)C. The catalyst is C(Cl)Cl. The product is [Cl:10][C:11]1[CH:12]=[C:13]([CH:18]=[CH:19][C:20]=1[Cl:21])[CH2:14][NH:15][C:16]([NH:9][C:6]1[S:7][CH:8]=[C:4]([CH2:3][Cl:2])[N:5]=1)=[O:17]. The yield is 0.730.